Dataset: Reaction yield outcomes from USPTO patents with 853,638 reactions. Task: Predict the reaction yield, written as a fraction of the theoretical maximum amount of product (1.0 means a 100% yield; for example, 0.34 means a 34% yield). (1) The product is [Cl:15][C:16]1[CH:21]=[C:20]([C:11]2[CH:12]=[CH:13][CH:2]=[C:3]([CH:10]=2)[C:4]([N:6]([O:8][CH3:9])[CH3:7])=[O:5])[CH:19]=[CH:18][CH:17]=1. The yield is 0.570. The reactants are N[C:2]1[CH:13]=[CH:12][C:11](Br)=[CH:10][C:3]=1[C:4]([N:6]([O:8][CH3:9])[CH3:7])=[O:5].[Cl:15][C:16]1[CH:17]=[C:18](B(O)O)[CH:19]=[CH:20][CH:21]=1.C(=O)([O-])[O-].[Na+].[Na+]. The catalyst is COCCOC.O.C1C=CC([P]([Pd]([P](C2C=CC=CC=2)(C2C=CC=CC=2)C2C=CC=CC=2)([P](C2C=CC=CC=2)(C2C=CC=CC=2)C2C=CC=CC=2)[P](C2C=CC=CC=2)(C2C=CC=CC=2)C2C=CC=CC=2)(C2C=CC=CC=2)C2C=CC=CC=2)=CC=1. (2) The reactants are C1([C@H]([NH:9][C@@H:10]2[CH2:15][CH2:14][N:13]([C:16]([O:18][C:19]([CH3:22])([CH3:21])[CH3:20])=[O:17])[CH2:12][C@@H:11]2[C:23]([O:25][CH2:26][CH3:27])=[O:24])C)C=CC=CC=1.C([O-])=O.[NH4+]. The catalyst is CCO.[Pd]. The product is [NH2:9][C@@H:10]1[CH2:15][CH2:14][N:13]([C:16]([O:18][C:19]([CH3:20])([CH3:21])[CH3:22])=[O:17])[CH2:12][C@@H:11]1[C:23]([O:25][CH2:26][CH3:27])=[O:24]. The yield is 0.960. (3) The reactants are Br[C:2]1[CH:3]=[N:4][CH:5]=[CH:6][C:7]=1[CH3:8].C([Li])CCC.CCCCCC.[CH3:20][C:21]1[CH:22]=[C:23]([O:26][C:27]=1[CH3:28])[CH:24]=[O:25].O. The catalyst is O1CCCC1. The product is [CH3:20][C:21]1[CH:22]=[C:23]([CH:24]([C:2]2[CH:3]=[N:4][CH:5]=[CH:6][C:7]=2[CH3:8])[OH:25])[O:26][C:27]=1[CH3:28]. The yield is 0.280. (4) The catalyst is C1COCC1. The reactants are [CH:1]1([Li])[CH:5]=[CH:4][CH:3]=[CH:2]1.[CH2:7]([N:9]1[CH:13]=[CH:12][C:11]([SiH:15]([CH3:17])[CH3:16])(Cl)[B:10]1[C:18]1[CH:23]=[CH:22][CH:21]=[CH:20][CH:19]=1)[CH3:8]. The product is [CH2:7]([N:9]1[CH:13]=[CH:12][CH:11]([Si:15]([CH:1]2[CH:5]=[CH:4][CH:3]=[CH:2]2)([CH3:17])[CH3:16])[B:10]1[C:18]1[CH:23]=[CH:22][CH:21]=[CH:20][CH:19]=1)[CH3:8]. The yield is 0.870. (5) The reactants are [Br:1][C:2]1[CH:7]=[CH:6][C:5]([F:8])=[CH:4][C:3]=1[C:9](=[O:11])[CH3:10].CO[CH:14](OC)[N:15]([CH3:17])[CH3:16]. The catalyst is CC(OC)(C)C.O. The product is [Br:1][C:2]1[CH:7]=[CH:6][C:5]([F:8])=[CH:4][C:3]=1[C:9](=[O:11])[CH:10]=[CH:14][N:15]([CH3:17])[CH3:16]. The yield is 1.00. (6) The reactants are [CH2:1]([O:8][C:9]1[CH:14]=[CH:13][N:12]([CH2:15][C:16]2[CH:21]=[CH:20][CH:19]=[C:18]([F:22])[CH:17]=2)[C:11](=[O:23])[C:10]=1I)[C:2]1[CH:7]=[CH:6][CH:5]=[CH:4][CH:3]=1.[CH2:25](N(CC)CC)[CH3:26]. The catalyst is C(#N)C. The product is [CH2:1]([O:8][C:9]1[CH:14]=[CH:13][N:12]([CH2:15][C:16]2[CH:21]=[CH:20][CH:19]=[C:18]([F:22])[CH:17]=2)[C:11](=[O:23])[C:10]=1[C:25]#[CH:26])[C:2]1[CH:7]=[CH:6][CH:5]=[CH:4][CH:3]=1. The yield is 0.720. (7) The reactants are [N+:1]([C:4]1[NH:8][N:7]=[C:6]([C:9]([OH:11])=[O:10])[CH:5]=1)([O-:3])=[O:2].S(=O)(=O)(O)O.[CH3:17]O. No catalyst specified. The product is [N+:1]([C:4]1[NH:8][N:7]=[C:6]([C:9]([O:11][CH3:17])=[O:10])[CH:5]=1)([O-:3])=[O:2]. The yield is 0.860. (8) The reactants are [CH3:1][C:2]1([CH3:14])[C:6]([CH3:8])([CH3:7])[O:5][B:4]([C:9]2[CH:10]=[N:11][NH:12][CH:13]=2)[O:3]1.[H-].[Na+].[CH2:17](Br)[C:18]1[CH:23]=[CH:22][CH:21]=[CH:20][CH:19]=1. The catalyst is C1COCC1. The product is [CH2:17]([N:12]1[CH:13]=[C:9]([B:4]2[O:5][C:6]([CH3:7])([CH3:8])[C:2]([CH3:14])([CH3:1])[O:3]2)[CH:10]=[N:11]1)[C:18]1[CH:23]=[CH:22][CH:21]=[CH:20][CH:19]=1. The yield is 0.660. (9) The product is [C:19]1([NH:25][C:26]([CH:28]2[CH2:29][CH2:30][N:31]([CH2:2][C:3]3[N:13]([CH2:14][C:15]([CH3:18])([CH3:17])[CH3:16])[C:6]4[N:7]=[C:8]([C:11]#[N:12])[N:9]=[CH:10][C:5]=4[CH:4]=3)[CH2:32][CH2:33]2)=[O:27])[CH:20]=[CH:21][CH:22]=[CH:23][CH:24]=1. The reactants are Br[CH2:2][C:3]1[N:13]([CH2:14][C:15]([CH3:18])([CH3:17])[CH3:16])[C:6]2[N:7]=[C:8]([C:11]#[N:12])[N:9]=[CH:10][C:5]=2[CH:4]=1.[C:19]1([NH:25][C:26]([CH:28]2[CH2:33][CH2:32][NH:31][CH2:30][CH2:29]2)=[O:27])[CH:24]=[CH:23][CH:22]=[CH:21][CH:20]=1.C([O-])([O-])=O.[K+].[K+]. The yield is 0.950. The catalyst is CN(C=O)C. (10) The reactants are [C:1]1([S:7]([N:10]2[CH2:15][CH2:14][N:13]([C:16]([C:18]3[NH:19][C:20]4[C:25]([CH:26]=3)=[CH:24][C:23]([C:27]([N:29]3[CH2:34][CH2:33][N:32]([CH:35]([CH3:37])[CH3:36])[CH2:31][CH2:30]3)=[O:28])=[CH:22][CH:21]=4)=[O:17])[CH2:12][CH2:11]2)(=[O:9])=[O:8])[CH:6]=[CH:5][CH:4]=[CH:3][CH:2]=1.C(=O)([O-])[O-].[Cs+].[Cs+].CS(O[CH:49]([CH3:51])[CH3:50])(=O)=O.C(=O)(O)[O-].[Na+]. The catalyst is C(#N)C. The product is [C:1]1([S:7]([N:10]2[CH2:11][CH2:12][N:13]([C:16]([C:18]3[N:19]([CH:49]([CH3:51])[CH3:50])[C:20]4[C:25]([CH:26]=3)=[CH:24][C:23]([C:27]([N:29]3[CH2:30][CH2:31][N:32]([CH:35]([CH3:37])[CH3:36])[CH2:33][CH2:34]3)=[O:28])=[CH:22][CH:21]=4)=[O:17])[CH2:14][CH2:15]2)(=[O:8])=[O:9])[CH:2]=[CH:3][CH:4]=[CH:5][CH:6]=1. The yield is 0.390.